This data is from NCI-60 drug combinations with 297,098 pairs across 59 cell lines. The task is: Regression. Given two drug SMILES strings and cell line genomic features, predict the synergy score measuring deviation from expected non-interaction effect. (1) Drug 1: CS(=O)(=O)CCNCC1=CC=C(O1)C2=CC3=C(C=C2)N=CN=C3NC4=CC(=C(C=C4)OCC5=CC(=CC=C5)F)Cl. Drug 2: C1=CC=C(C(=C1)C(C2=CC=C(C=C2)Cl)C(Cl)Cl)Cl. Cell line: A498. Synergy scores: CSS=14.1, Synergy_ZIP=-2.62, Synergy_Bliss=2.48, Synergy_Loewe=-11.4, Synergy_HSA=-0.557. (2) Drug 1: CC(C1=C(C=CC(=C1Cl)F)Cl)OC2=C(N=CC(=C2)C3=CN(N=C3)C4CCNCC4)N. Drug 2: C1CN(P(=O)(OC1)NCCCl)CCCl. Cell line: MOLT-4. Synergy scores: CSS=13.7, Synergy_ZIP=0.101, Synergy_Bliss=-3.44, Synergy_Loewe=-45.7, Synergy_HSA=-4.59.